This data is from Forward reaction prediction with 1.9M reactions from USPTO patents (1976-2016). The task is: Predict the product of the given reaction. The product is: [N:2]1([C:11]2[CH:20]=[CH:19][C:14]([C:15]([NH2:18])=[N:21][C:22]3[S:23][CH:24]=[CH:25][N:26]=3)=[CH:13][CH:12]=2)[C:6]2=[N:7][CH:8]=[CH:9][CH:10]=[C:5]2[CH:4]=[CH:3]1. Given the reactants Cl.[N:2]1([C:11]2[CH:20]=[CH:19][C:14]([C:15](=[NH:18])OC)=[CH:13][CH:12]=2)[C:6]2=[N:7][CH:8]=[CH:9][CH:10]=[C:5]2[CH:4]=[CH:3]1.[NH2:21][C:22]1[S:23][CH:24]=[CH:25][N:26]=1.C(N(CC)CC)C, predict the reaction product.